Dataset: Forward reaction prediction with 1.9M reactions from USPTO patents (1976-2016). Task: Predict the product of the given reaction. (1) Given the reactants [CH3:1][S:2]([C:5]1[CH:6]=[CH:7][C:8]([CH2:17][OH:18])=[C:9]([C:11]2[CH:16]=[CH:15][CH:14]=[CH:13][CH:12]=2)[CH:10]=1)(=[O:4])=[O:3].CC(OI1(OC(C)=O)(OC(C)=O)OC(=O)C2C=CC=CC1=2)=O, predict the reaction product. The product is: [CH3:1][S:2]([C:5]1[CH:10]=[C:9]([C:11]2[CH:16]=[CH:15][CH:14]=[CH:13][CH:12]=2)[C:8]([CH:17]=[O:18])=[CH:7][CH:6]=1)(=[O:3])=[O:4]. (2) The product is: [F:17][C:12]1[CH:13]=[CH:14][CH:15]=[CH:16][C:11]=1/[CH:10]=[CH:9]/[C:8]([NH:7][CH2:6][C:5]([OH:19])=[O:4])=[O:18]. Given the reactants [OH-].[Na+].C[O:4][C:5](=[O:19])[CH2:6][NH:7][C:8](=[O:18])/[CH:9]=[CH:10]/[C:11]1[CH:16]=[CH:15][CH:14]=[CH:13][C:12]=1[F:17], predict the reaction product. (3) Given the reactants ON1C2C=CC=CC=2N=N1.[NH:11]1[CH2:16][CH2:15][CH2:14][CH:13]([C:17]2[C:25]3[C:20](=[CH:21][CH:22]=[CH:23][CH:24]=3)[NH:19][CH:18]=2)[CH2:12]1.CN1CCOCC1.[CH3:33][N:34]([CH3:51])[C:35]1([C:45]2[CH:50]=[CH:49][CH:48]=[CH:47][CH:46]=2)[CH2:40][CH2:39][C:38](=[CH:41][C:42](O)=[O:43])[CH2:37][CH2:36]1.C1(N=C=NC2CCCCC2)CCCCC1.C(NC1CCCCC1)(NC1CCCCC1)=O.[OH-].[Na+], predict the reaction product. The product is: [CH3:51][N:34]([CH3:33])[C:35]1([C:45]2[CH:46]=[CH:47][CH:48]=[CH:49][CH:50]=2)[CH2:40][CH2:39][C:38](=[CH:41][C:42]([N:11]2[CH2:16][CH2:15][CH2:14][CH:13]([C:17]3[C:25]4[C:20](=[CH:21][CH:22]=[CH:23][CH:24]=4)[NH:19][CH:18]=3)[CH2:12]2)=[O:43])[CH2:37][CH2:36]1. (4) Given the reactants Cl.Cl.[CH:3]1([N:6]2[CH2:12][CH2:11][CH2:10][NH:9][CH2:8][CH2:7]2)[CH2:5][CH2:4]1.[C:13](N1CCCNCC1)([O:15][C:16]([CH3:19])([CH3:18])[CH3:17])=[O:14].C(OC1(O[Si](C)(C)C)CC1)C.C(O)(=O)C.[BH3-]C#N.[Na+], predict the reaction product. The product is: [C:13]([N:9]1[CH2:10][CH2:11][CH2:12][N:6]([CH:3]2[CH2:5][CH2:4]2)[CH2:7][CH2:8]1)([O:15][C:16]([CH3:19])([CH3:18])[CH3:17])=[O:14]. (5) Given the reactants [NH2:1][C:2]1[NH:6][N:5]=[C:4]([NH:7][C:8]2[CH:13]=[CH:12][C:11]([N:14]3[CH2:19][CH2:18][N:17]([CH2:20][C:21]4[CH:26]=[CH:25][CH:24]=[CH:23][CH:22]=4)[CH2:16][CH2:15]3)=[CH:10][CH:9]=2)[C:3]=1[C:27]([NH2:29])=[O:28].[CH3:30][C:31]1[CH:32]=[C:33]([CH:36]=[C:37]([CH3:40])[C:38]=1[OH:39])[CH:34]=O.[BH4-].[Na+].O, predict the reaction product. The product is: [CH2:20]([N:17]1[CH2:16][CH2:15][N:14]([C:11]2[CH:10]=[CH:9][C:8]([NH:7][C:4]3[C:3]([C:27]([NH2:29])=[O:28])=[C:2]([NH:1][CH2:34][C:33]4[CH:36]=[C:37]([CH3:40])[C:38]([OH:39])=[C:31]([CH3:30])[CH:32]=4)[NH:6][N:5]=3)=[CH:13][CH:12]=2)[CH2:19][CH2:18]1)[C:21]1[CH:26]=[CH:25][CH:24]=[CH:23][CH:22]=1.